Dataset: Reaction yield outcomes from USPTO patents with 853,638 reactions. Task: Predict the reaction yield, written as a fraction of the theoretical maximum amount of product (1.0 means a 100% yield; for example, 0.34 means a 34% yield). The reactants are [CH3:1][C:2]1([CH3:19])[CH2:7][O:6][CH:5]([CH2:8][O:9][C:10]2[CH:15]=[CH:14][N+:13]([O-])=[C:12]([CH3:17])[C:11]=2[CH3:18])[O:4][CH2:3]1.C(OC(=O)C)(=[O:22])C.[OH-].[Na+]. No catalyst specified. The product is [CH3:1][C:2]1([CH3:19])[CH2:7][O:6][CH:5]([CH2:8][O:9][C:10]2[CH:15]=[CH:14][N:13]=[C:12]([CH2:17][OH:22])[C:11]=2[CH3:18])[O:4][CH2:3]1. The yield is 0.397.